This data is from Reaction yield outcomes from USPTO patents with 853,638 reactions. The task is: Predict the reaction yield, written as a fraction of the theoretical maximum amount of product (1.0 means a 100% yield; for example, 0.34 means a 34% yield). (1) The reactants are [NH2:1][C:2]1[C:11]2[C:6](=[C:7](Br)[CH:8]=[CH:9][CH:10]=2)[N:5]=[N:4][C:3]=1[C:13]([NH:15][CH2:16][CH2:17][CH3:18])=[O:14].[F:19][C:20]1[CH:25]=[CH:24][C:23]([F:26])=[CH:22][C:21]=1B(O)O. No catalyst specified. The product is [NH2:1][C:2]1[C:11]2[C:6](=[C:7]([C:24]3[CH:25]=[C:20]([F:19])[CH:21]=[CH:22][C:23]=3[F:26])[CH:8]=[CH:9][CH:10]=2)[N:5]=[N:4][C:3]=1[C:13]([NH:15][CH2:16][CH2:17][CH3:18])=[O:14]. The yield is 0.700. (2) The reactants are [CH2:1]([NH:4][C:5](=[O:7])[NH2:6])CC.C(CC(O)=O)#[N:9].C(O[C:18](=[O:20])[CH3:19])(=O)C. No catalyst specified. The product is [NH2:9][C:1]1[NH:4][C:5](=[O:7])[NH:6][C:18](=[O:20])[CH:19]=1. The yield is 0.250. (3) The reactants are [N+:1]([C:4]1[N:9]=[CH:8][C:7]([N:10]2[CH2:15][CH2:14][N:13]([C:16]([O:18][C:19]([CH3:22])([CH3:21])[CH3:20])=[O:17])[CH2:12][CH2:11]2)=[CH:6][CH:5]=1)([O-:3])=[O:2].[CH3:23][C@@H]1NCCN(C(OC(C)(C)C)=O)C1.BrC1C=CC([N+]([O-])=O)=NC=1. No catalyst specified. The product is [CH3:23][C@@H:15]1[N:10]([C:7]2[CH:8]=[N:9][C:4]([N+:1]([O-:3])=[O:2])=[CH:5][CH:6]=2)[CH2:11][CH2:12][N:13]([C:16]([O:18][C:19]([CH3:22])([CH3:21])[CH3:20])=[O:17])[CH2:14]1. The yield is 0.500. (4) The reactants are [CH3:1][C:2]1[CH:15]=[C:14]([O:16][CH2:17][CH3:18])[C:13]2[C:4](=[C:5]3[C:10](=[CH:11][CH:12]=2)[CH:9]=[CH:8][CH:7]=[N:6]3)[N:3]=1.[O:19]1CCOCC1. The catalyst is O. The product is [CH2:17]([O:16][C:14]1[C:13]2[C:4](=[C:5]3[C:10](=[CH:11][CH:12]=2)[CH:9]=[CH:8][CH:7]=[N:6]3)[N:3]=[C:2]([CH:1]=[O:19])[CH:15]=1)[CH3:18]. The yield is 0.160. (5) The reactants are [C:1]([C:5]1[CH:10]=[C:9]([Cl:11])[CH:8]=[CH:7][C:6]=1[N:12]1[CH2:17][CH2:16][N:15]([C:18]([C:20]2[N:25]=[CH:24][C:23]([OH:26])=[CH:22][CH:21]=2)=[O:19])[CH2:14][CH2:13]1)([CH3:4])([CH3:3])[CH3:2].Br[CH2:28][C:29]([O:31][CH3:32])=[O:30].C(=O)([O-])[O-].[K+].[K+].O. The catalyst is CN(C)C=O. The product is [C:1]([C:5]1[CH:10]=[C:9]([Cl:11])[CH:8]=[CH:7][C:6]=1[N:12]1[CH2:13][CH2:14][N:15]([C:18]([C:20]2[N:25]=[CH:24][C:23]([O:26][CH2:28][C:29]([O:31][CH3:32])=[O:30])=[CH:22][CH:21]=2)=[O:19])[CH2:16][CH2:17]1)([CH3:4])([CH3:2])[CH3:3]. The yield is 0.890. (6) The reactants are C(N(CC)CC)C.[C:8]([O:11][CH2:12][CH2:13][CH2:14][C:15]1[CH:16]=[C:17]2[C:21](=[CH:22][CH:23]=1)[N:20](C(OC(C)(C)C)=O)[CH:19]=[C:18]2[CH:31]=[O:32])(=[O:10])[CH3:9].[CH3:33][O:34][C:35]1[CH:36]=[C:37]([N:41]=[CH:42][C:43]2[CH:51]=[C:46]3[CH:47]=[CH:48][CH:49]=[CH:50][N:45]3[N:44]=2)[CH:38]=[N:39][CH:40]=1. The catalyst is [Cl-].C([N+]1C(C)=C(CCO)SC=1)C1C=CC=CC=1.C(O)C. The product is [C:8]([O:11][CH2:12][CH2:13][CH2:14][C:15]1[CH:16]=[C:17]2[C:21](=[CH:22][CH:23]=1)[NH:20][CH:19]=[C:18]2[C:31](=[O:32])[CH:42]([NH:41][C:37]1[CH:38]=[N:39][CH:40]=[C:35]([O:34][CH3:33])[CH:36]=1)[C:43]1[CH:51]=[C:46]2[CH:47]=[CH:48][CH:49]=[CH:50][N:45]2[N:44]=1)(=[O:10])[CH3:9]. The yield is 0.460.